From a dataset of Full USPTO retrosynthesis dataset with 1.9M reactions from patents (1976-2016). Predict the reactants needed to synthesize the given product. (1) Given the product [C:1]([O:5][C:6]([N:8]1[CH2:9][C@@H:10]([CH2:23][N:24]([CH:41]([CH3:42])[CH3:43])[C:25](=[O:40])[C:26]2[CH:31]=[CH:30][C:29]([O:32][CH3:33])=[C:28]([O:34][CH2:35][CH2:36][CH2:37][O:38][CH3:39])[CH:27]=2)[C@H:11]([NH2:13])[CH2:12]1)=[O:7])([CH3:3])([CH3:4])[CH3:2], predict the reactants needed to synthesize it. The reactants are: [C:1]([O:5][C:6]([N:8]1[CH2:12][C@@H:11]([NH:13]C(OCC[Si](C)(C)C)=O)[C@H:10]([CH2:23][N:24]([CH:41]([CH3:43])[CH3:42])[C:25](=[O:40])[C:26]2[CH:31]=[CH:30][C:29]([O:32][CH3:33])=[C:28]([O:34][CH2:35][CH2:36][CH2:37][O:38][CH3:39])[CH:27]=2)[CH2:9]1)=[O:7])([CH3:4])([CH3:3])[CH3:2].O.[F-].C([N+](CC)(CC)CC)C.C([O-])(O)=O.[Na+]. (2) Given the product [Br:1][C:2]1[CH:3]=[C:4]2[C:10]([C:11]3[N:12]([CH2:16][CH3:17])[N:13]=[CH:14][CH:15]=3)=[CH:9][N:8]([CH2:27][O:26][C:20](=[O:25])[C:21]([CH3:24])([CH3:23])[CH3:22])[C:5]2=[N:6][CH:7]=1, predict the reactants needed to synthesize it. The reactants are: [Br:1][C:2]1[CH:3]=[C:4]2[C:10]([C:11]3[N:12]([CH2:16][CH3:17])[N:13]=[CH:14][CH:15]=3)=[CH:9][NH:8][C:5]2=[N:6][CH:7]=1.[H-].[Na+].[C:20]([O:26][CH2:27]Cl)(=[O:25])[C:21]([CH3:24])([CH3:23])[CH3:22].